This data is from Full USPTO retrosynthesis dataset with 1.9M reactions from patents (1976-2016). The task is: Predict the reactants needed to synthesize the given product. Given the product [CH3:26][N:27]([CH3:28])[C:4]1[CH:5]=[CH:6][C:1]([C:7]2[S:8][CH:9]=[C:10]([C:12]([C:14]3[CH:19]=[C:18]([O:20][CH3:21])[C:17]([O:22][CH3:23])=[C:16]([O:24][CH3:25])[CH:15]=3)=[O:13])[N:11]=2)=[CH:2][CH:3]=1, predict the reactants needed to synthesize it. The reactants are: [C:1]1([C:7]2[S:8][CH:9]=[C:10]([C:12]([C:14]3[CH:19]=[C:18]([O:20][CH3:21])[C:17]([O:22][CH3:23])=[C:16]([O:24][CH3:25])[CH:15]=3)=[O:13])[N:11]=2)[CH:6]=[CH:5][CH:4]=[CH:3][CH:2]=1.[CH3:26][N:27](C)[C:28]1C=CC(C#N)=CC=1.N[C@H](C(O)=O)CS.